Dataset: Experimentally validated miRNA-target interactions with 360,000+ pairs, plus equal number of negative samples. Task: Binary Classification. Given a miRNA mature sequence and a target amino acid sequence, predict their likelihood of interaction. (1) The miRNA is hsa-miR-3672 with sequence AUGAGACUCAUGUAAAACAUCUU. The protein sequence of the target gene is MTRTPVGSARTRPKPRKLGPQRGKALQASSRLSESPALVKKRMPDACTLGRAGIGLPKMCLHMAVRHSKAQKTGPGILQQRQKPPAPRASGGPALLGKRRGCSEAGSASLEPLSSSRAAAGCLNQVPLSPFLAGPRNTRRLPAPERERIELAATLCLEGWPLRCLASKGKLHCVY. Result: 1 (interaction). (2) The miRNA is hsa-miR-4778-3p with sequence UCUUCUUCCUUUGCAGAGUUGA. The protein sequence of the target gene is MKLLLLTLTVLLLLSQLTPGGTQRCWNLYGKCRYRCSKKERVYVYCINNKMCCVKPKYQPKERWWPF. Result: 0 (no interaction). (3) The miRNA is rno-let-7b-5p with sequence UGAGGUAGUAGGUUGUGUGGUU. The protein sequence of the target gene is MGSVTVRYFCYGCLFTSATWTVLLFVYFNFSEVTQPLKNVPVKGSGPHGPSPKKFYPRFTRGPSRVLEPQFKANKIDDVIDSRVEDPEEGHLKFSSELGMIFNERDQELRDLGYQKHAFNMLISDRLGYHRDVPDTRNAACKEKFYPPDLPAASVVICFYNEAFSALLRTVHSVIDRTPAHLLHEIILVDDDSDFDDLKGELDEYVQKYLPGKIKVIRNTKREGLIRGRMIGAAHATGEVLVFLDSHCEVNVMWLQPLLAAIREDRHTVVCPVIDIISADTLAYSSSPVVRGGFNWGLHF.... Result: 0 (no interaction). (4) The miRNA is gga-miR-375 with sequence UUUGUUCGUUCGGCUCGCGUUA. The protein sequence of the target gene is MEEKTQIKTFLGSKLPKYGMKSVRSTLQPMPNGATVTLLGTSKSSNVKSYIKNNGSDCSLSHSFNWRKTNKYQLGSQNTAELNNIQSTHDKLIEPEQHAPAPGTLDGHGIKGGLKSASLFTSKLARPSTMFVSSAEELSQKSFSGPSNLGKFTKGTLLGRTSYSSVNAKSHLNAFYGNRSSGNVQKPRVNSCASRSSSGESLAQSPDNAKSITCEKMVRSQSFSHSIQNVFLPPSSITRSHSFNRAVDLTKPYQNQQLPVRVPLRSGMLTRSSLQSEVLNGNEHVGFGFNRPYAAAGKKL.... Result: 0 (no interaction). (5) The miRNA is mmu-miR-879-3p with sequence GCUUAUGGCUUCAAGCUUUCGG. The protein sequence of the target gene is MAFQKAVKGTILVGGGALATVLGLSPFAHYRRKQVSLAYVEAAGYLTEPVNREPPSREAQLMTLKNTPEFDILVIGGGATGCGCALDAVTRGLKTALVERDDFSSGTSSRSTKLIHGGVRYLQKAIMNLDVEQYRMVKEALHERANLLEIAPHLSAPLPIMLPLYKWWQLPYYWVGIKMYDLVAGSQCLKSSYVLSKSRALEHFPMLQKDKLVGAIVYYDGQHNDARMNLAIALTAARYGAATANYMEVVSLLKKTDPETGKERVSGARCKDVLTGQEFDVRAKCVINASGPFTDSVRKM.... Result: 0 (no interaction). (6) The miRNA is mmu-miR-467c-3p with sequence AUAUACAUACACACACCUAUAC. The protein sequence of the target gene is MRLSPVSLRLSRGPALLALALPLAAALAFSDETLDKVTKSEGYCSRILRAQGTRREGYTEFSLRVEGDPDFYKPGSSYRVTLSAAPPSYFRGFTLIALKENQEGDKEEDHAGTFQIIDEEETQFMSNCPVAVTESTPRRRTRIQVFWIAPPTGTGCVILKASIVQKRIIYFQDEGSLTKKLCEQDPTLDGVTDRPILDCCACGTAKYRLTFYGNWSEKTHPKDYPRRANHWSAIIGGSHSKNYVLWEYGGYASEGVKQVAELGSPVKMEEEIRQQSDEVLTVIKAKAQWPAWQPVNVRAA.... Result: 0 (no interaction). (7) The miRNA is hsa-miR-548j-3p with sequence CAAAAACUGCAUUACUUUUGC. The protein sequence of the target gene is MAENDVDNELLDYEDDEVETAAGGDGAEAPAKKDVKGSYVSIHSSGFRDFLLKPELLRAIVDCGFEHPSEVQHECIPQAILGMDVLCQAKSGMGKTAVFVLATLQQLEPVTGQVSVLVMCHTRELAFQISKEYERFSKYMPNVKVAVFFGGLSIKKDEEVLKKNCPHIVVGTPGRILALARNKSLNLKHIKHFILDECDKMLEQLDMRRDVQEIFRMTPHEKQVMMFSATLSKEIRPVCRKFMQDPMEIFVDDETKLTLHGLQQYYVKLKDNEKNRKLFDLLDVLEFNQVVIFVKSVQRC.... Result: 0 (no interaction). (8) The miRNA is hsa-miR-6751-3p with sequence ACUGAGCCUCUCUCUCUCCAG. The protein sequence of the target gene is MAGLTLFVGRLPPSARSDQLEELFSQVGPVKQCFVVTEKGSKACRGFGYVTFSMLEDVQRALKEITTFEGCKIDVTVAKKKLRNKSKETRKNENAESPKKEPKHKKAKVADKKARLIIRNLSFKCSEDDLKAVFTHYGTVLEVNIPKKPDGKMRGFAFVQFKNLLEAGKALKGANMKEIKGRTVAVDWAVAKDKYKDAQHASAPGVKKSSDRKPKESGKKNCRVEEQVEDSDDEEDDDSHDDEEERESTIASPVSVHKRAVKRAAPEESIEEDDSYEDSDLEEGGSSYDEGTVDSESSAE.... Result: 0 (no interaction). (9) The miRNA is cel-miR-61-3p with sequence UGACUAGAACCGUUACUCAUC. The protein sequence of the target gene is MTREGQFREELGYDRMPTLERGRQDAGRQDPGSYTPDSKPKDLQLSKRLPPCFSYKTWVFSVLMGSCLLVTSGFSLYLGNVFPSEMDYLRCAAGSCIPSAIVSFAVGRRNVSAIPNFQILFVSTFAVTTTCLIWFGCKLILNPSAININFNLILLLLLELLMAATVIISARSSEEPCKKKKGSISDGSNILDEVTFPARVLKSYSVVEVIAGVSAVLGGVIALNVEEAVSGPHLSVTFFWILVACFPSAIASHVTAECPSKCLVEVLIAISSLTSPLLFTASGYLSFSVMRVVEIFKDYP.... Result: 0 (no interaction).